Regression. Given two drug SMILES strings and cell line genomic features, predict the synergy score measuring deviation from expected non-interaction effect. From a dataset of NCI-60 drug combinations with 297,098 pairs across 59 cell lines. (1) Drug 1: C1=CC=C(C=C1)NC(=O)CCCCCCC(=O)NO. Drug 2: C1CN(P(=O)(OC1)NCCCl)CCCl. Cell line: SN12C. Synergy scores: CSS=2.54, Synergy_ZIP=0.502, Synergy_Bliss=1.39, Synergy_Loewe=-4.96, Synergy_HSA=-2.46. (2) Cell line: A549. Synergy scores: CSS=25.5, Synergy_ZIP=-10.1, Synergy_Bliss=-6.18, Synergy_Loewe=-3.89, Synergy_HSA=-3.27. Drug 1: C1=CC=C(C=C1)NC(=O)CCCCCCC(=O)NO. Drug 2: CS(=O)(=O)OCCCCOS(=O)(=O)C. (3) Drug 1: CC(C1=C(C=CC(=C1Cl)F)Cl)OC2=C(N=CC(=C2)C3=CN(N=C3)C4CCNCC4)N. Drug 2: CC(C)CN1C=NC2=C1C3=CC=CC=C3N=C2N. Cell line: OVCAR-8. Synergy scores: CSS=-1.29, Synergy_ZIP=-0.0779, Synergy_Bliss=-1.72, Synergy_Loewe=-4.57, Synergy_HSA=-3.14. (4) Drug 1: CC(C1=C(C=CC(=C1Cl)F)Cl)OC2=C(N=CC(=C2)C3=CN(N=C3)C4CCNCC4)N. Drug 2: CCCCCOC(=O)NC1=NC(=O)N(C=C1F)C2C(C(C(O2)C)O)O. Cell line: HL-60(TB). Synergy scores: CSS=28.3, Synergy_ZIP=2.57, Synergy_Bliss=11.2, Synergy_Loewe=-17.3, Synergy_HSA=5.91. (5) Drug 1: C1CCN(CC1)CCOC2=CC=C(C=C2)C(=O)C3=C(SC4=C3C=CC(=C4)O)C5=CC=C(C=C5)O. Drug 2: CCC(=C(C1=CC=CC=C1)C2=CC=C(C=C2)OCCN(C)C)C3=CC=CC=C3.C(C(=O)O)C(CC(=O)O)(C(=O)O)O. Cell line: BT-549. Synergy scores: CSS=-2.21, Synergy_ZIP=5.50, Synergy_Bliss=0.577, Synergy_Loewe=-2.48, Synergy_HSA=-1.71. (6) Drug 1: C1=CN(C=N1)CC(O)(P(=O)(O)O)P(=O)(O)O. Drug 2: CN(CC1=CN=C2C(=N1)C(=NC(=N2)N)N)C3=CC=C(C=C3)C(=O)NC(CCC(=O)O)C(=O)O. Cell line: IGROV1. Synergy scores: CSS=43.0, Synergy_ZIP=-0.00632, Synergy_Bliss=-0.0970, Synergy_Loewe=-37.5, Synergy_HSA=-0.588.